Dataset: Catalyst prediction with 721,799 reactions and 888 catalyst types from USPTO. Task: Predict which catalyst facilitates the given reaction. (1) Reactant: [CH2:1]([N:3]1[CH:12]=[C:11]([C:13](O)=[O:14])[C:10]2[C:5](=[CH:6][C:7]([O:30][CH3:31])=[C:8]([O:16][CH2:17][CH2:18][CH2:19][C:20]3[CH:29]=[CH:28][C:27]4[C:22](=[CH:23][CH:24]=[CH:25][CH:26]=4)[N:21]=3)[CH:9]=2)[C:4]1=[O:32])[CH3:2].CN(C=O)C.S(Cl)(Cl)=O.[CH2:42]([NH2:46])[CH2:43][CH2:44][CH3:45].CCN(CC)CC. Product: [CH2:42]([NH:46][C:13]([C:11]1[C:10]2[C:5](=[CH:6][C:7]([O:30][CH3:31])=[C:8]([O:16][CH2:17][CH2:18][CH2:19][C:20]3[CH:29]=[CH:28][C:27]4[C:22](=[CH:23][CH:24]=[CH:25][CH:26]=4)[N:21]=3)[CH:9]=2)[C:4](=[O:32])[N:3]([CH2:1][CH3:2])[CH:12]=1)=[O:14])[CH2:43][CH2:44][CH3:45]. The catalyst class is: 2. (2) Reactant: [CH3:1][C:2]1[C:7]([N+:8]([O-:10])=[O:9])=[CH:6][CH:5]=[CH:4][N:3]=1.[Se](=O)=[O:12]. Product: [CH:1]([C:2]1[C:7]([N+:8]([O-:10])=[O:9])=[CH:6][CH:5]=[CH:4][N:3]=1)=[O:12]. The catalyst class is: 12. (3) Reactant: C([O:8][C:9]1[CH:28]=[C:27]([CH2:29][CH3:30])[CH:26]=[CH:25][C:10]=1[O:11][C:12]1[CH:17]=[CH:16][C:15]([S:18]([NH:21][CH2:22][CH3:23])(=[O:20])=[O:19])=[CH:14][C:13]=1[F:24])C1C=CC=CC=1.O1CCCC1. Product: [CH2:22]([NH:21][S:18]([C:15]1[CH:16]=[CH:17][C:12]([O:11][C:10]2[CH:25]=[CH:26][C:27]([CH2:29][CH3:30])=[CH:28][C:9]=2[OH:8])=[C:13]([F:24])[CH:14]=1)(=[O:19])=[O:20])[CH3:23]. The catalyst class is: 8. (4) The catalyst class is: 2. Reactant: [CH3:1][N:2]([CH3:12])[C:3]1[N:8]=[CH:7][N:6]=[C:5]([CH2:9]O)[C:4]=1[CH3:11].S(Cl)([Cl:15])=O. Product: [Cl:15][CH2:9][C:5]1[N:6]=[CH:7][N:8]=[C:3]([N:2]([CH3:12])[CH3:1])[C:4]=1[CH3:11].